From a dataset of Reaction yield outcomes from USPTO patents with 853,638 reactions. Predict the reaction yield, written as a fraction of the theoretical maximum amount of product (1.0 means a 100% yield; for example, 0.34 means a 34% yield). (1) The reactants are [Li]CCCC.CCCCCC.[CH3:12][N:13]1[CH:17]=[N:16][NH:15][C:14]1=[S:18].[Cl:19][C:20]1[CH:47]=[CH:46][C:23]([C:24]([C:26]2[CH:27]=[C:28]3[C:33]4=[C:34]([O:36][CH2:37][N:32]4[C:31](=[O:38])[CH:30]=[C:29]3[C:39]3[CH:44]=[CH:43][CH:42]=[C:41]([Cl:45])[CH:40]=3)[CH:35]=2)=[O:25])=[CH:22][CH:21]=1. The catalyst is C1COCC1. The product is [Cl:45][C:41]1[CH:40]=[C:39]([C:29]2[C:28]3[C:33]4=[C:34]([O:36][CH2:37][N:32]4[C:31](=[O:38])[CH:30]=2)[CH:35]=[C:26]([C:24]([C:23]2[CH:46]=[CH:47][C:20]([Cl:19])=[CH:21][CH:22]=2)([OH:25])[C:17]2[N:13]([CH3:12])[C:14]([SH:18])=[N:15][N:16]=2)[CH:27]=3)[CH:44]=[CH:43][CH:42]=1. The yield is 0.0100. (2) The product is [CH:1]1([S:6]([C:8]2[CH:9]=[C:10]([CH3:17])[CH:11]=[CH:12][C:13]=2[NH:14][C:25]([NH:44][C:45]2[S:46][CH:47]=[CH:48][N:49]=2)=[O:27])=[O:7])[CH2:5][CH2:4][CH2:3][CH2:2]1. No catalyst specified. The reactants are [CH:1]1([S:6]([C:8]2[CH:9]=[C:10]([CH3:17])[CH:11]=[CH:12][C:13]=2[N+:14]([O-])=O)=[O:7])[CH2:5][CH2:4][CH2:3][CH2:2]1.C1C=C(Cl)C=C([C:25]([O:27]O)=O)C=1.C1(S(C2C=C(C)C=CC=2N)=O)CCCC1.[NH2:44][C:45]1[S:46][CH:47]=[CH:48][N:49]=1. The yield is 0.650.